This data is from Forward reaction prediction with 1.9M reactions from USPTO patents (1976-2016). The task is: Predict the product of the given reaction. (1) Given the reactants [NH2:1][C:2]1([C:7]([OH:9])=[O:8])[CH2:6][CH2:5][O:4][CH2:3]1.[Br:10][C:11]1[S:15][C:14]([C:16](O)=[O:17])=[CH:13][CH:12]=1.S(Cl)(Cl)=O.C(N(CC)CC)C, predict the reaction product. The product is: [Br:10][C:11]1[S:15][C:14]([C:16]([NH:1][C:2]2([C:7]([OH:9])=[O:8])[CH2:6][CH2:5][O:4][CH2:3]2)=[O:17])=[CH:13][CH:12]=1. (2) The product is: [CH3:36][C:28]([NH:27][C:23](=[O:24])[CH2:22][CH2:21][C:18]1[CH:17]=[CH:16][C:15]([C:12]2[CH:13]=[CH:14][C:9]([CH2:8][CH2:7][N:3]3[CH2:4][CH2:5][CH2:6][C@H:2]3[CH3:1])=[CH:10][CH:11]=2)=[CH:20][CH:19]=1)([CH3:37])[C:29]([O:31][C:32]([CH3:35])([CH3:34])[CH3:33])=[O:30]. Given the reactants [CH3:1][C@@H:2]1[CH2:6][CH2:5][CH2:4][N:3]1[CH2:7][CH2:8][C:9]1[CH:14]=[CH:13][C:12]([C:15]2[CH:20]=[CH:19][C:18]([CH2:21][CH2:22][C:23](O)=[O:24])=[CH:17][CH:16]=2)=[CH:11][CH:10]=1.Cl.[NH2:27][C:28]([CH3:37])([CH3:36])[C:29]([O:31][C:32]([CH3:35])([CH3:34])[CH3:33])=[O:30].CN(C(ON1N=NC2C=CC=NC1=2)=[N+](C)C)C.F[P-](F)(F)(F)(F)F.Cl, predict the reaction product. (3) Given the reactants [CH2:1]([C:5]1[CH:10]=[CH:9][C:8]([C:11]2[N:15]=[C:14]([C:16]3[CH:21]=[CH:20][C:19]([CH2:22][OH:23])=[CH:18][CH:17]=3)[O:13][N:12]=2)=[CH:7][CH:6]=1)[CH:2]([CH3:4])[CH3:3].CC(OI1(OC(C)=O)(OC(C)=O)OC(=O)C2C=CC=CC1=2)=O, predict the reaction product. The product is: [CH2:1]([C:5]1[CH:6]=[CH:7][C:8]([C:11]2[N:15]=[C:14]([C:16]3[CH:17]=[CH:18][C:19]([CH:22]=[O:23])=[CH:20][CH:21]=3)[O:13][N:12]=2)=[CH:9][CH:10]=1)[CH:2]([CH3:4])[CH3:3]. (4) Given the reactants [CH2:1]([N:8]1[CH2:13][CH2:12][C:11]([C:14]2[C:19]([F:20])=[CH:18][C:17]([N:21]3[CH2:25][C@H:24]([CH2:26]O)[O:23][C:22]3=[O:28])=[CH:16][C:15]=2[F:29])=[CH:10][CH2:9]1)[C:2]1[CH:7]=[CH:6][CH:5]=[CH:4][CH:3]=1.[S:30]1[CH:34]=[N:33][NH:32][C:31]1=[O:35], predict the reaction product. The product is: [CH2:1]([N:8]1[CH2:13][CH2:12][C:11]([C:14]2[C:19]([F:20])=[CH:18][C:17]([N:21]3[CH2:25][C@H:24]([CH2:26][N:32]4[N:33]=[CH:34][S:30][C:31]4=[O:35])[O:23][C:22]3=[O:28])=[CH:16][C:15]=2[F:29])=[CH:10][CH2:9]1)[C:2]1[CH:3]=[CH:4][CH:5]=[CH:6][CH:7]=1. (5) Given the reactants [CH3:1][C:2]1[C:3]([CH:8]2[CH2:13][CH2:12][CH2:11][CH:10]([C:14]3[C:19]([CH3:20])=[CH:18][CH:17]=[CH:16][N:15]=3)[NH:9]2)=[N:4][CH:5]=[CH:6][CH:7]=1.[N+:21]([C:24]1[CH:31]=[CH:30][CH:29]=[CH:28][C:25]=1[CH2:26]Br)([O-:23])=[O:22].CCN(C(C)C)C(C)C, predict the reaction product. The product is: [CH3:1][C:2]1[C:3]([CH:8]2[CH2:13][CH2:12][CH2:11][CH:10]([C:14]3[C:19]([CH3:20])=[CH:18][CH:17]=[CH:16][N:15]=3)[N:9]2[CH2:26][C:25]2[CH:28]=[CH:29][CH:30]=[CH:31][C:24]=2[N+:21]([O-:23])=[O:22])=[N:4][CH:5]=[CH:6][CH:7]=1. (6) Given the reactants [N:1]1[CH:6]=[CH:5][CH:4]=[CH:3][C:2]=1[CH:7]=O.[OH:9]/[C:10](=[CH:16]\[C:17](=[O:24])[C:18]1[CH:19]=[N:20][CH:21]=[CH:22][CH:23]=1)/[C:11]([O:13]CC)=O.[NH2:25][CH2:26][CH2:27][C:28]1[C:36]2[C:31](=[CH:32][CH:33]=[CH:34][CH:35]=2)[NH:30][CH:29]=1, predict the reaction product. The product is: [NH:30]1[C:31]2[C:36](=[CH:35][CH:34]=[CH:33][CH:32]=2)[C:28]([CH2:27][CH2:26][N:25]2[CH:7]([C:2]3[CH:3]=[CH:4][CH:5]=[CH:6][N:1]=3)[C:16]([C:17](=[O:24])[C:18]3[CH:23]=[CH:22][CH:21]=[N:20][CH:19]=3)=[C:10]([OH:9])[C:11]2=[O:13])=[CH:29]1.